From a dataset of Catalyst prediction with 721,799 reactions and 888 catalyst types from USPTO. Predict which catalyst facilitates the given reaction. Reactant: [Si:1]([O:8][C@@H:9]1[C@@H:14]([CH:15]2[CH2:17][CH2:16]2)[CH2:13][N:12]([C:18]2[CH:23]=[CH:22][N:21]=[CH:20][C:19]=2[N+:24]([O-])=O)[CH2:11][C@H:10]1[NH:27][C:28](=[O:34])[O:29][C:30]([CH3:33])([CH3:32])[CH3:31])([C:4]([CH3:7])([CH3:6])[CH3:5])([CH3:3])[CH3:2]. Product: [NH2:24][C:19]1[CH:20]=[N:21][CH:22]=[CH:23][C:18]=1[N:12]1[CH2:13][C@H:14]([CH:15]2[CH2:17][CH2:16]2)[C@@H:9]([O:8][Si:1]([C:4]([CH3:7])([CH3:5])[CH3:6])([CH3:3])[CH3:2])[C@H:10]([NH:27][C:28](=[O:34])[O:29][C:30]([CH3:33])([CH3:32])[CH3:31])[CH2:11]1. The catalyst class is: 45.